From a dataset of Catalyst prediction with 721,799 reactions and 888 catalyst types from USPTO. Predict which catalyst facilitates the given reaction. (1) Reactant: S(Cl)([Cl:3])=O.[Cl:5][C:6]1[CH:11]=[CH:10][C:9]([C:12]2[CH:13]=[CH:14][C:15]([C:18]#[C:19][C:20]3[CH:25]=[CH:24][C:23]([C@@H:26]4[CH2:28][C@H:27]4[CH2:29]O)=[CH:22][CH:21]=3)=[N:16][CH:17]=2)=[CH:8][CH:7]=1.C(=O)(O)[O-].[Na+]. Product: [Cl:3][CH2:29][C@@H:27]1[CH2:28][C@H:26]1[C:23]1[CH:24]=[CH:25][C:20]([C:19]#[C:18][C:15]2[CH:14]=[CH:13][C:12]([C:9]3[CH:10]=[CH:11][C:6]([Cl:5])=[CH:7][CH:8]=3)=[CH:17][N:16]=2)=[CH:21][CH:22]=1. The catalyst class is: 2. (2) Reactant: [CH3:1][NH:2][CH2:3][CH2:4][CH2:5][O:6][C:7]1[CH:12]=[CH:11][CH:10]=[C:9]([N+:13]([O-:15])=[O:14])[CH:8]=1.[O:16]=[C:17]([OH:29])[C@@H:18]([C@H:20]([C@H:22]([C@@H:24]([C:26]([OH:28])=[O:27])[OH:25])[OH:23])[OH:21])[OH:19].O. Product: [O:16]=[C:17]([OH:29])[C@@H:18]([C@H:20]([C@H:22]([C@@H:24]([C:26]([OH:28])=[O:27])[OH:25])[OH:23])[OH:21])[OH:19].[CH3:1][NH:2][CH2:3][CH2:4][CH2:5][O:6][C:7]1[CH:12]=[CH:11][CH:10]=[C:9]([N+:13]([O-:15])=[O:14])[CH:8]=1.[CH3:1][NH:2][CH2:3][CH2:4][CH2:5][O:6][C:7]1[CH:12]=[CH:11][CH:10]=[C:9]([N+:13]([O-:15])=[O:14])[CH:8]=1. The catalyst class is: 8. (3) Reactant: [Cl:1][C:2]1([Cl:9])[CH2:4][C:3]1([CH3:8])[C:5](Cl)=[O:6].[CH2:10]([NH2:12])[CH3:11]. Product: [CH2:10]([NH:12][C:5]([C:3]1([CH3:8])[CH2:4][C:2]1([Cl:9])[Cl:1])=[O:6])[CH3:11]. The catalyst class is: 11. (4) Reactant: [OH:1][C@@H:2]1[CH2:6][CH2:5][CH2:4][C@H:3]1[O:7][C:8]([NH:10][CH2:11][C:12]1([CH2:18][C:19]([O:21][CH2:22][C:23]2[CH:28]=[CH:27][CH:26]=[CH:25][CH:24]=2)=[O:20])[CH2:17][CH2:16][CH2:15][CH2:14][CH2:13]1)=[O:9].[Cr](Cl)([O-])(=O)=O.[NH+]1C=CC=CC=1.CC([O-])=O.[Na+]. Product: [O:1]=[C:2]1[CH2:6][CH2:5][CH2:4][C@H:3]1[O:7][C:8]([NH:10][CH2:11][C:12]1([CH2:18][C:19]([O:21][CH2:22][C:23]2[CH:24]=[CH:25][CH:26]=[CH:27][CH:28]=2)=[O:20])[CH2:17][CH2:16][CH2:15][CH2:14][CH2:13]1)=[O:9]. The catalyst class is: 4.